From a dataset of Catalyst prediction with 721,799 reactions and 888 catalyst types from USPTO. Predict which catalyst facilitates the given reaction. (1) Reactant: [CH2:1]([N:8]1[CH2:12][CH2:11][CH:10]([C:13]2[CH:18]=[CH:17][C:16]([N+:19]([O-])=O)=[C:15]([F:22])[CH:14]=2)[CH2:9]1)[C:2]1[CH:7]=[CH:6][CH:5]=[CH:4][CH:3]=1.[Sn](Cl)Cl. Product: [CH2:1]([N:8]1[CH2:12][CH2:11][CH:10]([C:13]2[CH:18]=[CH:17][C:16]([NH2:19])=[C:15]([F:22])[CH:14]=2)[CH2:9]1)[C:2]1[CH:3]=[CH:4][CH:5]=[CH:6][CH:7]=1. The catalyst class is: 5. (2) Reactant: [N+:1]([C:4]1[CH:5]=[CH:6][C:7]2[C:12](=[O:13])OC(=O)[NH:9][C:8]=2[CH:15]=1)([O-:3])=[O:2].[C:16]1([NH:22][NH2:23])[CH:21]=[CH:20][CH:19]=[CH:18][CH:17]=1. Product: [NH2:9][C:8]1[CH:15]=[C:4]([N+:1]([O-:3])=[O:2])[CH:5]=[CH:6][C:7]=1[C:12]([NH:23][NH:22][C:16]1[CH:21]=[CH:20][CH:19]=[CH:18][CH:17]=1)=[O:13]. The catalyst class is: 8. (3) Reactant: C(OC(=O)[NH:7][C@H:8]1[CH2:13][CH2:12][C@H:11]([CH2:14][CH2:15][N:16]2[CH2:21][CH2:20][N:19]([C:22]3[C:27]4[CH:28]=[CH:29][S:30][C:26]=4[CH:25]=[CH:24][N:23]=3)[CH2:18][CH2:17]2)[CH2:10][CH2:9]1)(C)(C)C.[ClH:32].CCOC(C)=O. Product: [ClH:32].[ClH:32].[ClH:32].[S:30]1[C:26]2[CH:25]=[CH:24][N:23]=[C:22]([N:19]3[CH2:20][CH2:21][N:16]([CH2:15][CH2:14][C@H:11]4[CH2:12][CH2:13][C@H:8]([NH2:7])[CH2:9][CH2:10]4)[CH2:17][CH2:18]3)[C:27]=2[CH:28]=[CH:29]1. The catalyst class is: 5. (4) Reactant: [O:1]1[CH2:6][CH2:5][CH2:4][CH2:3][CH:2]1[O:7][C:8]1[CH:16]=[CH:15][C:11]([C:12]([OH:14])=[O:13])=[CH:10][CH:9]=1.[CH3:17][O:18][C:19](=[O:31])[CH:20]=[CH:21][C:22]1[CH:27]=[CH:26][C:25](O)=[C:24]([O:29][CH3:30])[CH:23]=1.C(N=C=NC(C)C)(C)C. Product: [CH3:17][O:18][C:19](=[O:31])[CH:20]=[CH:21][C:22]1[CH:27]=[CH:26][C:25]([O:13][C:12](=[O:14])[C:11]2[CH:15]=[CH:16][C:8]([O:7][CH:2]3[CH2:3][CH2:4][CH2:5][CH2:6][O:1]3)=[CH:9][CH:10]=2)=[C:24]([O:29][CH3:30])[CH:23]=1. The catalyst class is: 119. (5) Reactant: [F:1][C:2]1[CH2:3][N:4](O)[CH:5]=[CH:6][CH:7]=1.C[Si]([C:13]#[N:14])(C)C. Product: [F:1][C:2]1[C:3]([C:13]#[N:14])=[N:4][CH:5]=[CH:6][CH:7]=1. The catalyst class is: 2. (6) Reactant: [CH2:1]([N:8]1[CH2:17][CH2:16][C:15]2[C:14]([OH:18])=[N:13][C:12]([N:19]([CH2:22][CH3:23])[CH2:20][CH3:21])=[N:11][C:10]=2[CH2:9]1)[C:2]1[CH:7]=[CH:6][CH:5]=[CH:4][CH:3]=1.CCN(CC)CC.[S:31](O[S:31]([C:34]([F:37])([F:36])[F:35])(=[O:33])=[O:32])([C:34]([F:37])([F:36])[F:35])(=[O:33])=[O:32]. Product: [CH2:1]([N:8]1[CH2:17][CH2:16][C:15]2[C:14]([O:18][S:31]([C:34]([F:37])([F:36])[F:35])(=[O:33])=[O:32])=[N:13][C:12]([N:19]([CH2:22][CH3:23])[CH2:20][CH3:21])=[N:11][C:10]=2[CH2:9]1)[C:2]1[CH:3]=[CH:4][CH:5]=[CH:6][CH:7]=1. The catalyst class is: 34. (7) Reactant: Cl.[NH:2]1[CH2:7][CH2:6][C:5](=[CH:8][C:9]2[CH:10]=[C:11]([CH:23]=[CH:24][CH:25]=2)[O:12][C:13]2[CH:18]=[CH:17][C:16]([C:19]([F:22])([F:21])[F:20])=[CH:15][N:14]=2)[CH2:4][CH2:3]1.[CH3:26][O:27][C:28]1[N:33]=[CH:32][C:31]([NH:34][C:35](=O)[O:36]C2C=CC=CC=2)=[CH:30][CH:29]=1.C(N(C(C)C)CC)(C)C. Product: [CH3:26][O:27][C:28]1[N:33]=[CH:32][C:31]([NH:34][C:35]([N:2]2[CH2:7][CH2:6][C:5](=[CH:8][C:9]3[CH:25]=[CH:24][CH:23]=[C:11]([O:12][C:13]4[CH:18]=[CH:17][C:16]([C:19]([F:22])([F:20])[F:21])=[CH:15][N:14]=4)[CH:10]=3)[CH2:4][CH2:3]2)=[O:36])=[CH:30][CH:29]=1. The catalyst class is: 16. (8) Reactant: [N:1]1[CH:6]=[CH:5][CH:4]=[CH:3][C:2]=1[O:7][CH2:8][C:9]1[CH:16]=[CH:15][C:12]([CH:13]=O)=[CH:11][CH:10]=1.[N+:17]([CH3:20])([O-:19])=[O:18].C([O-])(=O)C.[NH4+]. Product: [N+:17](/[CH:20]=[CH:13]/[C:12]1[CH:15]=[CH:16][C:9]([CH2:8][O:7][C:2]2[CH:3]=[CH:4][CH:5]=[CH:6][N:1]=2)=[CH:10][CH:11]=1)([O-:19])=[O:18]. The catalyst class is: 15. (9) Reactant: O.[OH-].[Li+].[F:4][C:5]([F:34])([F:33])[C:6]1[N:10]2[N:11]=[C:12]([N:15]3[CH2:20][CH2:19][CH:18]([O:21][C:22]4[CH:32]=[CH:31][C:25]([C:26]([O:28]CC)=[O:27])=[CH:24][CH:23]=4)[CH2:17][CH2:16]3)[CH:13]=[CH:14][C:9]2=[N:8][N:7]=1. Product: [F:34][C:5]([F:4])([F:33])[C:6]1[N:10]2[N:11]=[C:12]([N:15]3[CH2:16][CH2:17][CH:18]([O:21][C:22]4[CH:32]=[CH:31][C:25]([C:26]([OH:28])=[O:27])=[CH:24][CH:23]=4)[CH2:19][CH2:20]3)[CH:13]=[CH:14][C:9]2=[N:8][N:7]=1. The catalyst class is: 24. (10) Reactant: [Si:1]([O:8][C@H:9]1[CH2:31][CH2:30][C@@:29]2([CH3:32])[C@@H:11]([CH2:12][CH2:13][C:14]3[C:15]4[C@:25]([CH3:33])([CH2:26][CH2:27][C:28]=32)[C@@H:18]([C@H:19]([CH3:24])[CH2:20][CH2:21][CH2:22][OH:23])[CH2:17][CH:16]=4)[C:10]1([CH3:35])[CH3:34])([C:4]([CH3:7])([CH3:6])[CH3:5])([CH3:3])[CH3:2].[C:36]1([CH3:46])[CH:41]=[CH:40][C:39]([S:42](Cl)(=[O:44])=[O:43])=[CH:38][CH:37]=1. Product: [Si:1]([O:8][C@H:9]1[CH2:31][CH2:30][C@@:29]2([CH3:32])[C@@H:11]([CH2:12][CH2:13][C:14]3[C:15]4[C@:25]([CH3:33])([CH2:26][CH2:27][C:28]=32)[C@@H:18]([C@H:19]([CH3:24])[CH2:20][CH2:21][CH2:22][O:23][S:42]([C:39]2[CH:40]=[CH:41][C:36]([CH3:46])=[CH:37][CH:38]=2)(=[O:44])=[O:43])[CH2:17][CH:16]=4)[C:10]1([CH3:34])[CH3:35])([C:4]([CH3:7])([CH3:5])[CH3:6])([CH3:3])[CH3:2]. The catalyst class is: 17.